Dataset: Full USPTO retrosynthesis dataset with 1.9M reactions from patents (1976-2016). Task: Predict the reactants needed to synthesize the given product. (1) The reactants are: [CH3:1][C:2]1[C:6]([C:7]([O:9][CH3:10])=[O:8])=[CH:5][NH:4][N:3]=1.Br[CH2:12][CH2:13][C:14]1[CH:19]=[CH:18][CH:17]=[CH:16][CH:15]=1.C(=O)([O-])[O-].[K+].[K+]. Given the product [CH3:1][C:2]1[N:3]([CH2:12][CH2:13][C:14]2[CH:19]=[CH:18][CH:17]=[CH:16][CH:15]=2)[N:4]=[CH:5][C:6]=1[C:7]([O:9][CH3:10])=[O:8], predict the reactants needed to synthesize it. (2) Given the product [S:1]1[C:5]2=[N:6][CH:7]=[CH:8][N:4]2[C:3]([NH:9][CH2:10][CH2:11][CH2:12][CH2:13][CH2:14][CH2:15][NH:16][S:17]([C:20]2[CH:21]=[CH:22][CH:23]=[CH:24][C:29]=2[NH:47][C@H:31]2[O:39][C@H:38]([CH2:40][OH:41])[C@@H:36]([OH:37])[C@H:34]([OH:35])[C@H:32]2[OH:33])(=[O:18])=[O:19])=[N:2]1, predict the reactants needed to synthesize it. The reactants are: [S:1]1[C:5]2=[N:6][CH:7]=[CH:8][N:4]2[C:3]([NH:9][CH2:10][CH2:11][CH2:12][CH2:13][CH2:14][CH2:15][NH:16][S:17]([C:20]2[C:29]3[C:24](=CC=CC=3)[CH:23]=[CH:22][CH:21]=2)(=[O:19])=[O:18])=[N:2]1.O[C@H:31]1[O:39][C@H:38]([CH2:40][OH:41])[C@@H:36]([OH:37])[C@H:34]([OH:35])[C@H:32]1[OH:33].S([O-])([O-])(=O)=O.[NH4+:47].[NH4+]. (3) Given the product [C:9]([O:13][C:14](=[O:18])[CH2:15][CH2:16][NH:17][S:30]([C:27]1[CH:28]=[C:29]2[C:24]([C:23]([Cl:34])=[CH:22][N:21]=[C:20]2[Cl:19])=[CH:25][CH:26]=1)(=[O:32])=[O:31])([CH3:12])([CH3:11])[CH3:10], predict the reactants needed to synthesize it. The reactants are: CCN(CC)CC.Cl.[C:9]([O:13][C:14](=[O:18])[CH2:15][CH2:16][NH2:17])([CH3:12])([CH3:11])[CH3:10].[Cl:19][C:20]1[C:29]2[C:24](=[CH:25][CH:26]=[C:27]([S:30](Cl)(=[O:32])=[O:31])[CH:28]=2)[C:23]([Cl:34])=[CH:22][N:21]=1. (4) Given the product [NH2:1][C:2]1[S:3][C:4]2[C:10]([Cl:46])=[C:9]([Br:12])[CH:8]=[C:7]([O:13][CH2:14][P:15]([OH:18])([OH:17])=[O:16])[C:5]=2[N:6]=1, predict the reactants needed to synthesize it. The reactants are: [NH2:1][C:2]1[S:3][C:4]2[C:10](C)=[C:9]([Br:12])[CH:8]=[C:7]([O:13][CH2:14][P:15]([OH:18])([OH:17])=[O:16])[C:5]=2[N:6]=1.NC1SC2C(C)=CC=C(OCP(O)(O)=O)C=2N=1.NC1SC2C([Cl:46])=CC=C(OCP(O)(O)=O)C=2N=1. (5) Given the product [Cl:22][C:23]1[CH:37]=[CH:36][CH:35]=[CH:34][C:24]=1[C:25]1[N:18]2[N:17]=[C:16]([NH:15][C:5]3[CH:6]=[CH:7][C:8]([N:9]4[CH:13]=[C:12]([CH3:14])[N:11]=[CH:10]4)=[C:3]([O:2][CH3:1])[CH:4]=3)[N:20]=[C:19]2[N:21]=[CH:30][C:27]=1[C:28]#[N:29], predict the reactants needed to synthesize it. The reactants are: [CH3:1][O:2][C:3]1[CH:4]=[C:5]([NH:15][C:16]2[N:20]=[C:19]([NH2:21])[NH:18][N:17]=2)[CH:6]=[CH:7][C:8]=1[N:9]1[CH:13]=[C:12]([CH3:14])[N:11]=[CH:10]1.[Cl:22][C:23]1[CH:37]=[CH:36][CH:35]=[CH:34][C:24]=1[C:25](/[C:27](=[CH:30]/N(C)C)/[C:28]#[N:29])=O. (6) Given the product [S:8]1[C:4]2[CH:3]=[C:2]([OH:12])[CH:10]=[CH:9][C:5]=2[N:6]=[CH:7]1, predict the reactants needed to synthesize it. The reactants are: N[C:2]1[CH:10]=[CH:9][C:5]2[N:6]=[CH:7][S:8][C:4]=2[CH:3]=1.N([O-])=[O:12].[Na+].[OH-].[Na+]. (7) Given the product [C:16]([NH:1][C@H:2]1[CH2:7][CH2:6][C@H:5]([OH:8])[CH2:4][CH2:3]1)([C:17]1[CH:22]=[CH:21][CH:20]=[CH:19][CH:18]=1)([C:29]1[CH:30]=[CH:31][CH:32]=[CH:33][CH:34]=1)[C:23]1[CH:24]=[CH:25][CH:26]=[CH:27][CH:28]=1, predict the reactants needed to synthesize it. The reactants are: [NH2:1][C@H:2]1[CH2:7][CH2:6][C@H:5]([OH:8])[CH2:4][CH2:3]1.C(N(CC)CC)C.[C:16](Cl)([C:29]1[CH:34]=[CH:33][CH:32]=[CH:31][CH:30]=1)([C:23]1[CH:28]=[CH:27][CH:26]=[CH:25][CH:24]=1)[C:17]1[CH:22]=[CH:21][CH:20]=[CH:19][CH:18]=1.C([O-])(O)=O.[Na+]. (8) Given the product [CH3:7][C:6]1[C:5]([N:9]2[C:13]([CH3:14])=[N:12][C:11]([C:15]([F:16])([F:17])[F:18])=[N:10]2)=[C:4]([OH:19])[NH:20][N:21]=1, predict the reactants needed to synthesize it. The reactants are: C(O[C:4](=[O:19])[CH:5]([N:9]1[C:13]([CH3:14])=[N:12][C:11]([C:15]([F:18])([F:17])[F:16])=[N:10]1)[C:6](=O)[CH3:7])C.[NH2:20][NH2:21]. (9) Given the product [CH3:1][O:2][C:3]1[CH:4]=[C:5]([P:13](=[O:30])([O:22][CH2:23][CH3:24])[O:14][CH2:15][CH3:16])[CH:6]=[C:7]([O:11][CH3:12])[C:8]=1[O:9][CH3:10], predict the reactants needed to synthesize it. The reactants are: [CH3:1][O:2][C:3]1[CH:4]=[C:5]([P:13](=[O:30])([O:22][CH2:23][C:24]2C=CC=CC=2)[O:14][CH2:15][C:16]2C=CC=CC=2)[CH:6]=[C:7]([O:11][CH3:12])[C:8]=1[O:9][CH3:10].C(OP([O-])OCC)C. (10) Given the product [CH:34]1([C:37]([NH:40][CH2:2][CH2:3][N:4]2[C:12]([S:13][C:14]3[CH:19]=[C:18]([Cl:20])[CH:17]=[C:16]([Cl:21])[CH:15]=3)=[N:11][C:10]3[C:5]2=[N:6][CH:7]=[N:8][C:9]=3[NH2:22])([CH3:39])[CH3:38])[CH2:36][CH2:35]1, predict the reactants needed to synthesize it. The reactants are: Br[CH2:2][CH2:3][N:4]1[C:12]([S:13][C:14]2[CH:19]=[C:18]([Cl:20])[CH:17]=[C:16]([Cl:21])[CH:15]=2)=[N:11][C:10]2[C:5]1=[N:6][CH:7]=[N:8][C:9]=2[NH2:22].C1(C)C=CC(S(O)(=O)=O)=CC=1.[CH:34]1([C:37]([NH2:40])([CH3:39])[CH3:38])[CH2:36][CH2:35]1.CCN(CC)CC.